Dataset: Full USPTO retrosynthesis dataset with 1.9M reactions from patents (1976-2016). Task: Predict the reactants needed to synthesize the given product. (1) Given the product [N+:16]([C:13]1[CH:12]=[CH:11][C:10]([O:9][CH2:8][CH2:7][CH2:6][CH2:5][CH2:4][C:3]([OH:19])=[O:2])=[CH:15][CH:14]=1)([O-:18])=[O:17], predict the reactants needed to synthesize it. The reactants are: C[O:2][C:3](=[O:19])[CH2:4][CH2:5][CH2:6][CH2:7][CH2:8][O:9][C:10]1[CH:15]=[CH:14][C:13]([N+:16]([O-:18])=[O:17])=[CH:12][CH:11]=1. (2) Given the product [Br:12][C:8]1[CH:9]=[C:10]([CH3:11])[C:2]([NH:1][C:13](=[O:20])[C:14]2[CH:19]=[CH:18][CH:17]=[N:16][CH:15]=2)=[C:3]([C:4](=[O:5])[NH2:6])[CH:7]=1, predict the reactants needed to synthesize it. The reactants are: [NH2:1][C:2]1[C:10]([CH3:11])=[CH:9][C:8]([Br:12])=[CH:7][C:3]=1[C:4]([NH2:6])=[O:5].[C:13](Cl)(=[O:20])[C:14]1[CH:19]=[CH:18][CH:17]=[N:16][CH:15]=1. (3) Given the product [O:4]=[C:5]1[NH:9][C:8](=[O:10])[CH:7]([CH2:11][C:12]2[CH:13]=[CH:14][C:15]([O:21][CH3:22])=[C:16]([CH:20]=2)[C:17]([NH:36][CH2:35][C:34]2[CH:33]=[CH:32][C:31]([C:30]([F:29])([F:39])[F:40])=[CH:38][CH:37]=2)=[O:19])[S:6]1, predict the reactants needed to synthesize it. The reactants are: ClCCl.[O:4]=[C:5]1[NH:9][C:8](=[O:10])[CH:7]([CH2:11][C:12]2[CH:13]=[CH:14][C:15]([O:21][CH3:22])=[C:16]([CH:20]=2)[C:17]([OH:19])=O)[S:6]1.C(Cl)(=O)OCC.[F:29][C:30]([F:40])([F:39])[C:31]1[CH:38]=[CH:37][C:34]([CH2:35][NH2:36])=[CH:33][CH:32]=1.